From a dataset of NCI-60 drug combinations with 297,098 pairs across 59 cell lines. Regression. Given two drug SMILES strings and cell line genomic features, predict the synergy score measuring deviation from expected non-interaction effect. (1) Drug 1: C1=CC(=CC=C1CCC2=CNC3=C2C(=O)NC(=N3)N)C(=O)NC(CCC(=O)O)C(=O)O. Drug 2: CCN(CC)CCCC(C)NC1=C2C=C(C=CC2=NC3=C1C=CC(=C3)Cl)OC. Cell line: K-562. Synergy scores: CSS=71.0, Synergy_ZIP=3.88, Synergy_Bliss=3.42, Synergy_Loewe=8.78, Synergy_HSA=9.40. (2) Drug 1: CC12CCC3C(C1CCC2=O)CC(=C)C4=CC(=O)C=CC34C. Drug 2: CC(CN1CC(=O)NC(=O)C1)N2CC(=O)NC(=O)C2. Cell line: UACC-257. Synergy scores: CSS=41.0, Synergy_ZIP=6.19, Synergy_Bliss=7.95, Synergy_Loewe=-3.07, Synergy_HSA=8.11. (3) Drug 1: COC1=C(C=C2C(=C1)N=CN=C2NC3=CC(=C(C=C3)F)Cl)OCCCN4CCOCC4. Drug 2: C1=CC(=CC=C1CCC2=CNC3=C2C(=O)NC(=N3)N)C(=O)NC(CCC(=O)O)C(=O)O. Cell line: OVCAR-8. Synergy scores: CSS=41.3, Synergy_ZIP=-3.12, Synergy_Bliss=-5.21, Synergy_Loewe=0.267, Synergy_HSA=2.38. (4) Drug 1: CCC(=C(C1=CC=CC=C1)C2=CC=C(C=C2)OCCN(C)C)C3=CC=CC=C3.C(C(=O)O)C(CC(=O)O)(C(=O)O)O. Drug 2: CC1CCC2CC(C(=CC=CC=CC(CC(C(=O)C(C(C(=CC(C(=O)CC(OC(=O)C3CCCCN3C(=O)C(=O)C1(O2)O)C(C)CC4CCC(C(C4)OC)O)C)C)O)OC)C)C)C)OC. Cell line: NCI-H460. Synergy scores: CSS=1.71, Synergy_ZIP=2.91, Synergy_Bliss=6.09, Synergy_Loewe=2.20, Synergy_HSA=2.50. (5) Drug 1: C1=CC(=CC=C1C#N)C(C2=CC=C(C=C2)C#N)N3C=NC=N3. Drug 2: CN1C2=C(C=C(C=C2)N(CCCl)CCCl)N=C1CCCC(=O)O.Cl. Cell line: RXF 393. Synergy scores: CSS=-1.53, Synergy_ZIP=0.468, Synergy_Bliss=-1.97, Synergy_Loewe=-2.71, Synergy_HSA=-2.81.